Predict the reactants needed to synthesize the given product. From a dataset of Full USPTO retrosynthesis dataset with 1.9M reactions from patents (1976-2016). (1) Given the product [CH:11]1([C:9]2[CH:10]=[C:5]3[N:4]=[CH:3][C:2]([C:22]#[C:21][C:15]4[CH:20]=[CH:19][CH:18]=[CH:17][CH:16]=4)=[CH:7][N:6]3[N:8]=2)[CH2:14][CH2:13][CH2:12]1, predict the reactants needed to synthesize it. The reactants are: Br[C:2]1[CH:3]=[N:4][C:5]2[N:6]([N:8]=[C:9]([CH:11]3[CH2:14][CH2:13][CH2:12]3)[CH:10]=2)[CH:7]=1.[C:15]1([C:21]#[CH:22])[CH:20]=[CH:19][CH:18]=[CH:17][CH:16]=1. (2) Given the product [CH:1]1([CH:4]([C:11]2[CH:16]=[C:15]([CH2:17][O:18][C:19]3[CH:24]=[CH:23][C:22]([C:25]4[CH:30]=[C:29]([O:31][CH3:32])[CH:28]=[CH:27][C:26]=4[F:33])=[C:21]([CH2:34][C:35]([CH3:38])([CH3:37])[CH3:36])[N:20]=3)[N:14]=[CH:13][N:12]=2)[CH2:5][C:6]([OH:8])=[O:7])[CH2:2][CH2:3]1, predict the reactants needed to synthesize it. The reactants are: [CH:1]1([CH:4]([C:11]2[CH:16]=[C:15]([CH2:17][O:18][C:19]3[CH:24]=[CH:23][C:22]([C:25]4[CH:30]=[C:29]([O:31][CH3:32])[CH:28]=[CH:27][C:26]=4[F:33])=[C:21]([CH2:34][C:35]([CH3:38])([CH3:37])[CH3:36])[N:20]=3)[N:14]=[CH:13][N:12]=2)[CH2:5][C:6]([O:8]CC)=[O:7])[CH2:3][CH2:2]1.[OH-].[Na+].Cl. (3) Given the product [NH2:27][C:26]1[CH:25]=[CH:24][C:19]([C:20]([O:22][CH3:23])=[O:21])=[CH:18][C:17]=1[NH:16][C:9](=[O:10])[C:8]1[CH:12]=[CH:13][C:5]([C:1]([CH3:4])([CH3:3])[CH3:2])=[CH:6][CH:7]=1, predict the reactants needed to synthesize it. The reactants are: [C:1]([C:5]1[CH:13]=[CH:12][C:8]([C:9](Cl)=[O:10])=[CH:7][CH:6]=1)([CH3:4])([CH3:3])[CH3:2].Cl.Cl.[NH2:16][C:17]1[CH:18]=[C:19]([CH:24]=[CH:25][C:26]=1[NH2:27])[C:20]([O:22][CH3:23])=[O:21]. (4) Given the product [CH3:28][CH:29]([C:34]1[CH:42]=[CH:41][C:37]([C:38]2[CH:43]=[C:14]([CH:13]=[CH:10][CH:11]=2)[C:15]([NH:17][C:18]2[CH:19]=[N:20][C:21]3[C:26]([CH:27]=2)=[CH:25][CH:24]=[CH:23][CH:22]=3)=[O:16])=[CH:36][CH:35]=1)[CH2:30][CH2:31][CH2:32][CH3:33], predict the reactants needed to synthesize it. The reactants are: CC(C1C=[CH:11][C:10]([CH2:13][CH2:14][C:15]([NH:17][C:18]2[CH:19]=[N:20][C:21]3[C:26]([CH:27]=2)=[CH:25][CH:24]=[CH:23][CH:22]=3)=[O:16])=CC=1)CCCC.[CH3:28][CH:29]([C:34]1[CH:42]=[CH:41][C:37]([C:38](O)=O)=[CH:36][CH:35]=1)[CH2:30][CH2:31][CH2:32][CH3:33].[CH3:43]CN(CC)CC.NC1C=NC2C(C=1)=CC=CC=2.CN(C(ON1N=NC2C=CC=CC1=2)=[N+](C)C)C.F[P-](F)(F)(F)(F)F. (5) Given the product [Br:16][C:17]1[CH:22]=[CH:21][C:20]([S:23]([N:10]2[CH2:15][CH2:14][CH2:13][CH2:12][CH2:11]2)(=[O:25])=[O:24])=[CH:19][CH:18]=1, predict the reactants needed to synthesize it. The reactants are: C(N(C(C)C)CC)(C)C.[NH:10]1[CH2:15][CH2:14][CH2:13][CH2:12][CH2:11]1.[Br:16][C:17]1[CH:22]=[CH:21][C:20]([S:23](Cl)(=[O:25])=[O:24])=[CH:19][CH:18]=1. (6) Given the product [C:16]1([N:26]2[CH2:31][CH2:30][N:29]([CH2:2][CH2:3][CH2:4][CH2:5][C:6]3[CH:15]=[CH:14][C:9]4[NH:10][C:11](=[O:13])[O:12][C:8]=4[CH:7]=3)[CH2:28][CH2:27]2)[C:25]2[C:20](=[CH:21][CH:22]=[CH:23][CH:24]=2)[CH:19]=[CH:18][CH:17]=1, predict the reactants needed to synthesize it. The reactants are: Cl[CH2:2][CH2:3][CH2:4][CH2:5][C:6]1[CH:15]=[CH:14][C:9]2[NH:10][C:11](=[O:13])[O:12][C:8]=2[CH:7]=1.[C:16]1([N:26]2[CH2:31][CH2:30][NH:29][CH2:28][CH2:27]2)[C:25]2[C:20](=[CH:21][CH:22]=[CH:23][CH:24]=2)[CH:19]=[CH:18][CH:17]=1.C(=O)([O-])[O-].[Na+].[Na+].